The task is: Binary Classification. Given a T-cell receptor sequence (or CDR3 region) and an epitope sequence, predict whether binding occurs between them.. This data is from TCR-epitope binding with 47,182 pairs between 192 epitopes and 23,139 TCRs. The epitope is TPINLVRDL. The TCR CDR3 sequence is CSVEGQGGGASYNEQFF. Result: 1 (the TCR binds to the epitope).